This data is from Full USPTO retrosynthesis dataset with 1.9M reactions from patents (1976-2016). The task is: Predict the reactants needed to synthesize the given product. Given the product [N:2]1([C:35]([O:34][CH2:33][CH:31]2[C:30]3[CH:29]=[CH:28][CH:27]=[CH:26][C:25]=3[C:24]3[C:32]2=[CH:20][CH:21]=[CH:22][CH:23]=3)=[O:36])[C@H:6]([C:7]([O:9][CH2:10][C:11]2[CH:16]=[CH:15][CH:14]=[CH:13][CH:12]=2)=[O:8])[CH2:5][C@@H:4]2[CH2:17][CH2:18][CH2:19][C@H:3]12, predict the reactants needed to synthesize it. The reactants are: Cl.[NH:2]1[C@H:6]([C:7]([O:9][CH2:10][C:11]2[CH:16]=[CH:15][CH:14]=[CH:13][CH:12]=2)=[O:8])[CH2:5][C@@H:4]2[CH2:17][CH2:18][CH2:19][C@H:3]12.[CH:20]1[C:32]2[CH:31]([CH2:33][O:34][C:35](Cl)=[O:36])[C:30]3[C:25](=[CH:26][CH:27]=[CH:28][CH:29]=3)[C:24]=2[CH:23]=[CH:22][CH:21]=1.